Predict which catalyst facilitates the given reaction. From a dataset of Catalyst prediction with 721,799 reactions and 888 catalyst types from USPTO. (1) Reactant: [N+:1]([C:4]1[CH:9]=[CH:8][CH:7]=[CH:6][C:5]=1[S:10]([NH:13][CH2:14][CH2:15][CH3:16])(=[O:12])=[O:11])([O-])=O. Product: [NH2:1][C:4]1[CH:9]=[CH:8][CH:7]=[CH:6][C:5]=1[S:10]([NH:13][CH2:14][CH2:15][CH3:16])(=[O:12])=[O:11]. The catalyst class is: 19. (2) Reactant: C(=O)([O-])[O-].[K+].[K+].[NH:7]1[C:12]2([CH2:17][CH2:16][C:15](=[O:18])[CH2:14][CH2:13]2)[C:11](=[O:19])[NH:10][CH2:9][CH2:8]1.[C:20]([O:24][C:25](O[C:25]([O:24][C:20]([CH3:23])([CH3:22])[CH3:21])=[O:26])=[O:26])([CH3:23])([CH3:22])[CH3:21]. Product: [O:19]=[C:11]1[C:12]2([CH2:13][CH2:14][C:15](=[O:18])[CH2:16][CH2:17]2)[NH:7][CH2:8][CH2:9][N:10]1[C:25]([O:24][C:20]([CH3:23])([CH3:22])[CH3:21])=[O:26]. The catalyst class is: 594. (3) Reactant: [N:1]12[CH2:8][CH2:7][C:4]([C:9]([C:16]3[S:17][CH:18]=[CH:19][CH:20]=3)([C:11]3[S:12][CH:13]=[CH:14][CH:15]=3)[OH:10])([CH2:5][CH2:6]1)[CH2:3][CH2:2]2.[C:21]1([O:27][CH2:28][CH2:29][Br:30])[CH:26]=[CH:25][CH:24]=[CH:23][CH:22]=1. Product: [Br-:30].[OH:10][C:9]([C:16]1[S:17][CH:18]=[CH:19][CH:20]=1)([C:11]1[S:12][CH:13]=[CH:14][CH:15]=1)[C:4]12[CH2:5][CH2:6][N+:1]([CH2:29][CH2:28][O:27][C:21]3[CH:26]=[CH:25][CH:24]=[CH:23][CH:22]=3)([CH2:8][CH2:7]1)[CH2:2][CH2:3]2. The catalyst class is: 22. (4) Reactant: C(Cl)(Cl)Cl.[CH3:5][C:6]1[N:7]=[CH:8][C:9]([CH3:15])([N+:12]([O-:14])=[O:13])[CH2:10][CH:11]=1.C(N)(N)=[O:17].OO.FC(F)(F)C(OC(=O)C(F)(F)F)=O. Product: [CH3:5][C:6]1[N+:7]([O-:17])=[CH:8][C:9]([CH3:15])([N+:12]([O-:14])=[O:13])[CH2:10][CH:11]=1. The catalyst class is: 6. (5) Reactant: C(=O)([O-])[O-].[Cs+].[Cs+].[O:7]1[CH2:11][CH2:10][C:9]([CH:12]([C:17]2[CH:22]=[CH:21][C:20]([OH:23])=[CH:19][CH:18]=2)[CH2:13][C:14]([OH:16])=[O:15])=[N:8]1.Br[CH2:25][C:26]1[CH:27]=[C:28]2[C:33](=[CH:34][CH:35]=1)[C:32]([CH3:37])([CH3:36])[CH2:31][CH2:30][C:29]2([CH3:39])[CH3:38].CCOC(C)=O. Product: [O:7]1[CH2:11][CH2:10][C:9]([CH:12]([C:17]2[CH:18]=[CH:19][C:20]([O:23][CH2:25][C:26]3[CH:35]=[CH:34][C:33]4[C:32]([CH3:37])([CH3:36])[CH2:31][CH2:30][C:29]([CH3:39])([CH3:38])[C:28]=4[CH:27]=3)=[CH:21][CH:22]=2)[CH2:13][C:14]([OH:16])=[O:15])=[N:8]1. The catalyst class is: 550. (6) Reactant: [H-].[Na+].COP([CH2:9][C:10]([O:12][CH3:13])=[O:11])(OC)=O.[CH3:14][Si:15]([CH3:25])([CH3:24])[C:16]#[C:17][C:18]#[C:19][CH2:20][CH2:21][CH:22]=O. Product: [CH3:14][Si:15]([CH3:24])([CH3:25])[C:16]#[C:17][C:18]#[C:19][CH2:20][CH2:21]/[CH:22]=[CH:9]/[C:10]([O:12][CH3:13])=[O:11].[CH3:14][Si:15]([CH3:24])([CH3:25])[C:16]#[C:17][C:18]#[C:19][CH2:20][CH2:21]/[CH:22]=[CH:9]\[C:10]([O:12][CH3:13])=[O:11]. The catalyst class is: 7.